From a dataset of Peptide-MHC class I binding affinity with 185,985 pairs from IEDB/IMGT. Regression. Given a peptide amino acid sequence and an MHC pseudo amino acid sequence, predict their binding affinity value. This is MHC class I binding data. (1) The peptide sequence is RPNRQLGSM. The MHC is HLA-A80:01 with pseudo-sequence HLA-A80:01. The binding affinity (normalized) is 0.0847. (2) The peptide sequence is SLYSGFPSL. The MHC is HLA-B40:13 with pseudo-sequence HLA-B40:13. The binding affinity (normalized) is 0.531. (3) The peptide sequence is IITANWLPF. The MHC is HLA-B46:01 with pseudo-sequence HLA-B46:01. The binding affinity (normalized) is 0.318. (4) The peptide sequence is IYWLIFWRF. The MHC is HLA-A69:01 with pseudo-sequence HLA-A69:01. The binding affinity (normalized) is 0.0847. (5) The peptide sequence is TPQVPLRPM. The MHC is HLA-A24:02 with pseudo-sequence HLA-A24:02. The binding affinity (normalized) is 0.